This data is from Forward reaction prediction with 1.9M reactions from USPTO patents (1976-2016). The task is: Predict the product of the given reaction. (1) Given the reactants [Cl-].[F:2][C:3]1[CH:15]=[C:14]([F:16])[CH:13]=[CH:12][C:4]=1[O:5][CH2:6][C@@H:7]([OH:11])[C@@H:8]([NH3+:10])[CH3:9].[F:17][C:18]1[CH:23]=[CH:22][C:21]([N:24]2[C:32]3[C:27](=[CH:28][C:29](I)=[CH:30][CH:31]=3)[CH:26]=[N:25]2)=[CH:20][CH:19]=1, predict the reaction product. The product is: [F:2][C:3]1[CH:15]=[C:14]([F:16])[CH:13]=[CH:12][C:4]=1[O:5][CH2:6][C@@H:7]([O:11][C:29]1[CH:28]=[C:27]2[C:32](=[CH:31][CH:30]=1)[N:24]([C:21]1[CH:22]=[CH:23][C:18]([F:17])=[CH:19][CH:20]=1)[N:25]=[CH:26]2)[C@@H:8]([NH2:10])[CH3:9]. (2) Given the reactants [N+:1]([C:4]1[CH:13]=[C:12]2[C:7]([C:8]([NH2:14])=[N:9][CH:10]=[N:11]2)=[CH:6][CH:5]=1)([O-:3])=[O:2].[C:15]([O:19][C:20](O[C:20]([O:19][C:15]([CH3:18])([CH3:17])[CH3:16])=[O:21])=[O:21])([CH3:18])([CH3:17])[CH3:16].[Li+].C[Si]([N-][Si](C)(C)C)(C)C, predict the reaction product. The product is: [N+:1]([C:4]1[CH:13]=[C:12]2[C:7]([C:8]([NH:14][C:20](=[O:21])[O:19][C:15]([CH3:18])([CH3:17])[CH3:16])=[N:9][CH:10]=[N:11]2)=[CH:6][CH:5]=1)([O-:3])=[O:2]. (3) The product is: [CH3:1][O:2][C:3]1[CH:4]=[C:5]2[C:10](=[CH:11][C:12]=1[O:13][CH2:14][CH2:15][O:16][CH3:17])[N:9]=[CH:8][N:7]=[C:6]2[O:18][C:19]1[CH:20]=[C:21]([NH:22][C:47]([NH:46][C:43]2[CH:42]=[C:41]([C:35]3[CH:36]=[CH:37][CH:38]=[CH:39][CH:40]=3)[O:45][N:44]=2)=[O:48])[CH:23]=[CH:24][CH:25]=1. Given the reactants [CH3:1][O:2][C:3]1[CH:4]=[C:5]2[C:10](=[CH:11][C:12]=1[O:13][CH2:14][CH2:15][O:16][CH3:17])[N:9]=[CH:8][N:7]=[C:6]2[O:18][C:19]1[CH:20]=[C:21]([CH:23]=[CH:24][CH:25]=1)[NH2:22].C(N(CC)C(C)C)(C)C.[C:35]1([C:41]2[O:45][N:44]=[C:43]([NH:46][C:47](=O)[O:48]C3C=CC=CC=3)[CH:42]=2)[CH:40]=[CH:39][CH:38]=[CH:37][CH:36]=1, predict the reaction product. (4) Given the reactants [Cl:1][C:2]1[N:7]=[C:6]([C:8]([CH:10]2[CH2:12][CH2:11]2)=[O:9])[CH:5]=[CH:4][N:3]=1.[BH4-].[Na+], predict the reaction product. The product is: [Cl:1][C:2]1[N:7]=[C:6]([CH:8]([CH:10]2[CH2:11][CH2:12]2)[OH:9])[CH:5]=[CH:4][N:3]=1. (5) Given the reactants [C:1]1([CH:7]2[CH2:12][CH2:11][O:10][C:9]3=[N:13][C:14]([NH2:16])=[N:15][N:8]23)[CH:6]=[CH:5][CH:4]=[CH:3][CH:2]=1.Br[C:18]1[CH:23]=[CH:22][C:21]([N:24]2[CH:28]=[C:27]([CH3:29])[N:26]=[CH:25]2)=[C:20]([O:30][CH3:31])[CH:19]=1.C(Cl)Cl, predict the reaction product. The product is: [CH3:31][O:30][C:20]1[CH:19]=[C:18]([NH:16][C:14]2[N:13]=[C:9]3[O:10][CH2:11][CH2:12][CH:7]([C:1]4[CH:2]=[CH:3][CH:4]=[CH:5][CH:6]=4)[N:8]3[N:15]=2)[CH:23]=[CH:22][C:21]=1[N:24]1[CH:28]=[C:27]([CH3:29])[N:26]=[CH:25]1. (6) Given the reactants [C:1]([OH:7])([C:3]([F:6])([F:5])[F:4])=[O:2].C(OC([N:15]1[C@H:20]([C:21]2[NH:25][C:24]3[CH:26]=[C:27]([C:30]4[N:31]=[C:32]5[C:37](=[CH:38][CH:39]=4)[N:36]=[C:35]([C:40]4[CH:61]=[CH:60][C:43]6[NH:44][C:45]([C@@H:47]7[CH2:52][C@@H:51]8[C@@H:49]([CH2:50]8)[N:48]7C(OC(C)(C)C)=O)=[N:46][C:42]=6[CH:41]=4)[CH:34]=[CH:33]5)[CH:28]=[CH:29][C:23]=3[N:22]=2)[CH2:19][C@@H:18]2[C@H:16]1[CH2:17]2)=O)(C)(C)C, predict the reaction product. The product is: [C:1]([OH:7])([C:3]([F:6])([F:5])[F:4])=[O:2].[C@@H:16]12[CH2:17][C@@H:18]1[CH2:19][C@@H:20]([C:21]1[NH:25][C:24]3[CH:26]=[C:27]([C:30]4[CH:39]=[CH:38][C:37]5[C:32](=[CH:33][CH:34]=[C:35]([C:40]6[CH:61]=[CH:60][C:43]7[N:44]=[C:45]([C@@H:47]8[CH2:52][C@@H:51]9[C@@H:49]([CH2:50]9)[NH:48]8)[NH:46][C:42]=7[CH:41]=6)[N:36]=5)[N:31]=4)[CH:28]=[CH:29][C:23]=3[N:22]=1)[NH:15]2. (7) Given the reactants FC(F)(F)C(O)=O.C([O:12][C:13]([C@@:15]12[CH2:22][C:21](=[CH2:23])[CH2:20][C@@H:19]1[C:18](=[O:24])[N:17]([C@@H:25]([C:27]1[CH:32]=[CH:31][CH:30]=[CH:29][CH:28]=1)[CH3:26])[CH2:16]2)=[O:14])(C)(C)C, predict the reaction product. The product is: [CH2:23]=[C:21]1[CH2:22][C@:15]2([C:13]([OH:14])=[O:12])[C@@H:19]([C:18](=[O:24])[N:17]([C@@H:25]([C:27]3[CH:32]=[CH:31][CH:30]=[CH:29][CH:28]=3)[CH3:26])[CH2:16]2)[CH2:20]1. (8) Given the reactants [CH2:1]([C:3]1[CH:8]=[CH:7][CH:6]=[CH:5][C:4]=1[CH2:9][CH2:10][C:11]([OH:13])=O)[CH3:2].S(Cl)([Cl:16])=O, predict the reaction product. The product is: [CH2:1]([C:3]1[CH:8]=[CH:7][CH:6]=[CH:5][C:4]=1[CH2:9][CH2:10][C:11]([Cl:16])=[O:13])[CH3:2].